Task: Predict the reactants needed to synthesize the given product.. Dataset: Full USPTO retrosynthesis dataset with 1.9M reactions from patents (1976-2016) (1) Given the product [F:33][C:20]1[CH:19]=[C:18]([C:15]2[CH:14]=[CH:13][C:12]([O:11][CH2:10][CH2:9][OH:8])=[CH:17][CH:16]=2)[CH:23]=[CH:22][C:21]=1[C:24]1[CH:25]=[CH:26][C:27]([CH2:30][CH2:31][CH3:32])=[CH:28][CH:29]=1, predict the reactants needed to synthesize it. The reactants are: C([O:8][CH2:9][CH2:10][O:11][C:12]1[CH:17]=[CH:16][C:15]([C:18]2[CH:23]=[CH:22][C:21]([C:24]3[CH:29]=[CH:28][C:27]([CH2:30][CH2:31][CH3:32])=[CH:26][CH:25]=3)=[C:20]([F:33])[CH:19]=2)=[CH:14][CH:13]=1)C1C=CC=CC=1. (2) Given the product [CH3:1][C:2]1[CH:3]=[C:4]([CH2:19][CH:20]([NH:33][C:34]([N:54]2[CH2:55][CH2:56][CH:57]([N:60]3[CH2:69][C:68]4[C:63](=[CH:64][CH:65]=[CH:66][CH:67]=4)[NH:62][C:61]3=[O:70])[CH2:58][CH2:59]2)=[O:35])[C:21]2[N:22]([CH2:26][C:27]3[CH:28]=[N:29][CH:30]=[CH:31][CH:32]=3)[CH:23]=[CH:24][N:25]=2)[CH:5]=[C:6]2[C:10]=1[NH:9][N:8]=[CH:7]2, predict the reactants needed to synthesize it. The reactants are: [CH3:1][C:2]1[C:10]2[C:6](=[CH:7][N:8](COCC[Si](C)(C)C)[N:9]=2)[CH:5]=[C:4]([CH2:19][CH:20]([NH:33][C:34](=O)[O:35]C(C)(C)C)[C:21]2[N:22]([CH2:26][C:27]3[CH:28]=[N:29][CH:30]=[CH:31][CH:32]=3)[CH:23]=[CH:24][N:25]=2)[CH:3]=1.Cl.C(C1NC=CN=1)(C1NC=CN=1)=O.[NH:54]1[CH2:59][CH2:58][CH:57]([N:60]2[CH2:69][C:68]3[C:63](=[CH:64][CH:65]=[CH:66][CH:67]=3)[NH:62][C:61]2=[O:70])[CH2:56][CH2:55]1. (3) Given the product [CH3:7][S:8]([C:9]1[CH:14]=[CH:13][C:12]([C:15]([CH:27]2[CH2:31][CH2:30][CH2:29][CH2:28]2)([CH3:26])[C:16]([O:18][CH:19]2[CH2:24][CH2:23][N:22]([CH3:25])[CH2:21][CH2:20]2)=[O:17])=[CH:11][CH:10]=1)(=[O:1])=[O:32], predict the reactants needed to synthesize it. The reactants are: [OH:1]OS([O-])=O.[K+].[CH3:7][S:8][C:9]1[CH:14]=[CH:13][C:12]([C:15]([CH:27]2[CH2:31][CH2:30][CH2:29][CH2:28]2)([CH3:26])[C:16]([O:18][CH:19]2[CH2:24][CH2:23][N:22]([CH3:25])[CH2:21][CH2:20]2)=[O:17])=[CH:11][CH:10]=1.[OH2:32].